From a dataset of Full USPTO retrosynthesis dataset with 1.9M reactions from patents (1976-2016). Predict the reactants needed to synthesize the given product. (1) Given the product [CH3:1][CH:2]1[CH:7]([NH2:8])[CH2:6][CH2:5][CH:4]([CH3:9])[NH:3]1, predict the reactants needed to synthesize it. The reactants are: [CH3:1][C:2]1[C:7]([NH2:8])=[CH:6][CH:5]=[C:4]([CH3:9])[N:3]=1.Cl. (2) Given the product [F:1][C:2]1[CH:3]=[C:4]2[C:9](=[CH:10][C:11]=1[F:12])[N:8]=[C:7]([N:13]1[CH2:14][CH:15]3[CH2:16][N:17]([C:24]([C:23]4[C:27]([N:31]5[N:35]=[CH:34][CH:33]=[N:32]5)=[CH:28][CH:29]=[CH:30][C:22]=4[F:21])=[O:25])[CH2:18][CH:19]3[CH2:20]1)[CH:6]=[N:5]2, predict the reactants needed to synthesize it. The reactants are: [F:1][C:2]1[CH:3]=[C:4]2[C:9](=[CH:10][C:11]=1[F:12])[N:8]=[C:7]([N:13]1[CH2:20][CH:19]3[CH:15]([CH2:16][NH:17][CH2:18]3)[CH2:14]1)[CH:6]=[N:5]2.[F:21][C:22]1[CH:30]=[CH:29][CH:28]=[C:27]([N:31]2[N:35]=[CH:34][CH:33]=[N:32]2)[C:23]=1[C:24](O)=[O:25].